Dataset: Full USPTO retrosynthesis dataset with 1.9M reactions from patents (1976-2016). Task: Predict the reactants needed to synthesize the given product. Given the product [Br:1][C:2]1[CH:8]=[CH:7][C:5]2=[N+:6]([O-:13])[O:10][N:9]=[C:4]2[C:3]=1[Cl:12], predict the reactants needed to synthesize it. The reactants are: [Br:1][C:2]1[CH:8]=[CH:7][C:5]([NH2:6])=[C:4]([N+:9]([O-])=[O:10])[C:3]=1[Cl:12].[OH-:13].[K+].O.